Task: Predict the reaction yield, written as a fraction of the theoretical maximum amount of product (1.0 means a 100% yield; for example, 0.34 means a 34% yield).. Dataset: Reaction yield outcomes from USPTO patents with 853,638 reactions (1) The reactants are Cl[CH2:2][CH2:3][CH2:4][CH:5]([C:13]1O[C:15]([C:18]2[CH:23]=[CH:22][C:21]([C:24]3[O:28][C:27]([CH3:29])=[N:26][CH:25]=3)=[C:20]([O:30][CH3:31])[CH:19]=2)=[N:16][N:17]=1)[C:6]1[CH:11]=[CH:10][C:9]([F:12])=[CH:8][CH:7]=1.[N-:32]=[N+]=[N-].[Na+].C1(P(C2C=CC=CC=2)C2C=CC=CC=2)C=CC=CC=1. The catalyst is CS(C)=O.C1COCC1.O. The product is [F:12][C:9]1[CH:10]=[CH:11][C:6]([CH:5]2[CH2:4][CH2:3][CH2:2][N:32]3[C:15]([C:18]4[CH:23]=[CH:22][C:21]([C:24]5[O:28][C:27]([CH3:29])=[N:26][CH:25]=5)=[C:20]([O:30][CH3:31])[CH:19]=4)=[N:16][N:17]=[C:13]23)=[CH:7][CH:8]=1. The yield is 0.760. (2) The reactants are [CH2:1]([C@@H:3]1[C@@:8]([CH3:10])([OH:9])[C@H:7]([OH:11])[CH2:6][C@H:5]([C:12]2[CH:17]=[CH:16][N:15]=[CH:14][C:13]=2[N+:18]([O-:20])=[O:19])[O:4]1)[CH3:2].[C:21](OC(=O)C)(=[O:23])[CH3:22]. The catalyst is N1C=CC=CC=1. The product is [C:21]([O:11][C@@H:7]1[CH2:6][C@H:5]([C:12]2[CH:17]=[CH:16][N:15]=[CH:14][C:13]=2[N+:18]([O-:20])=[O:19])[O:4][C@H:3]([CH2:1][CH3:2])[C@:8]1([OH:9])[CH3:10])(=[O:23])[CH3:22]. The yield is 0.760. (3) The reactants are [H-].[Na+].[CH2:3]([O:10][C:11]1[CH:16]=[CH:15][C:14]([OH:17])=[CH:13][CH:12]=1)[C:4]1[CH:9]=[CH:8][CH:7]=[CH:6][CH:5]=1.[C:18]([O:22][C:23]([N:25]1[CH2:29][CH2:28][CH2:27][C@@H:26]1[CH2:30]OS(C1C=CC(C)=CC=1)(=O)=O)=[O:24])([CH3:21])([CH3:20])[CH3:19]. The catalyst is CN(C=O)C. The product is [C:18]([O:22][C:23]([N:25]1[CH2:29][CH2:28][CH2:27][C@@H:26]1[CH2:30][O:17][C:14]1[CH:13]=[CH:12][C:11]([O:10][CH2:3][C:4]2[CH:5]=[CH:6][CH:7]=[CH:8][CH:9]=2)=[CH:16][CH:15]=1)=[O:24])([CH3:21])([CH3:19])[CH3:20]. The yield is 0.650. (4) The reactants are C([O:3][C:4](=O)[CH2:5][O:6][C@H:7]1[CH2:12][CH2:11][C@H:10]([N:13]2[C:18](=[O:19])[C:17]([CH2:20][C:21]3[CH:26]=[CH:25][C:24]([C:27]4[CH:32]=[CH:31][CH:30]=[CH:29][C:28]=4[C:33]#[N:34])=[CH:23][CH:22]=3)=[C:16]([CH2:35][CH2:36][CH3:37])[N:15]3[N:38]=[CH:39][CH:40]=[C:14]23)[CH2:9][CH2:8]1)C.C(O)C.[BH4-].[Li+].[Cl-].[NH4+]. The catalyst is O1CCCC1.C(OCC)(=O)C. The product is [OH:3][CH2:4][CH2:5][O:6][C@H:7]1[CH2:12][CH2:11][C@H:10]([N:13]2[C:18](=[O:19])[C:17]([CH2:20][C:21]3[CH:26]=[CH:25][C:24]([C:27]4[C:28]([C:33]#[N:34])=[CH:29][CH:30]=[CH:31][CH:32]=4)=[CH:23][CH:22]=3)=[C:16]([CH2:35][CH2:36][CH3:37])[N:15]3[N:38]=[CH:39][CH:40]=[C:14]23)[CH2:9][CH2:8]1. The yield is 0.600. (5) The reactants are [C:1]([C:3]1[CH:8]=[CH:7][CH:6]=[CH:5][C:4]=1[C:9]1[CH:14]=[CH:13][C:12]([CH2:15][C:16]2[C:17](=[O:42])[N:18]([C@H:28]3[CH2:33][CH2:32][C@H:31]([O:34][CH:35]([CH3:41])[C:36](OCC)=[O:37])[CH2:30][CH2:29]3)[C:19]3[N:20]([N:25]=[CH:26][N:27]=3)[C:21]=2[CH2:22][CH2:23][CH3:24])=[C:11]([F:43])[CH:10]=1)#[N:2].[BH4-].[Li+].[Cl-].[NH4+]. The catalyst is O1CCCC1. The product is [F:43][C:11]1[CH:10]=[C:9]([C:4]2[C:3]([C:1]#[N:2])=[CH:8][CH:7]=[CH:6][CH:5]=2)[CH:14]=[CH:13][C:12]=1[CH2:15][C:16]1[C:17](=[O:42])[N:18]([C@H:28]2[CH2:33][CH2:32][C@H:31]([O:34][CH:35]([CH3:41])[CH2:36][OH:37])[CH2:30][CH2:29]2)[C:19]2[N:20]([N:25]=[CH:26][N:27]=2)[C:21]=1[CH2:22][CH2:23][CH3:24]. The yield is 0.580. (6) The reactants are [CH3:1][C:2]([N+:14]([O-:16])=[O:15])([CH3:13])[CH2:3][CH2:4][CH:5]=[C:6]1[NH:10][C:9](=[O:11])[NH:8][C:7]1=[O:12].[OH-].[Na+].[H][H]. The catalyst is [C].[Pd].CO. The product is [CH3:13][C:2]([N+:14]([O-:16])=[O:15])([CH3:1])[CH2:3][CH2:4][CH2:5][CH:6]1[NH:10][C:9](=[O:11])[NH:8][C:7]1=[O:12]. The yield is 0.729.